Task: Predict the reactants needed to synthesize the given product.. Dataset: Full USPTO retrosynthesis dataset with 1.9M reactions from patents (1976-2016) (1) Given the product [Cl:1][C:2]1[CH:3]=[C:4]2[C:9](=[CH:10][CH:11]=1)[C:8]([CH2:13][CH3:14])([CH3:12])[C:7](=[O:15])[C:6]([C:16]([NH:18][CH2:19][C:20]([OH:22])=[O:21])=[O:17])=[C:5]2[OH:27], predict the reactants needed to synthesize it. The reactants are: [Cl:1][C:2]1[CH:3]=[C:4]2[C:9](=[CH:10][CH:11]=1)[C:8]([CH2:13][CH3:14])([CH3:12])[C:7](=[O:15])[C:6]([C:16]([NH:18][CH2:19][C:20]([O:22]C(C)(C)C)=[O:21])=[O:17])=[C:5]2[OH:27]. (2) Given the product [CH:36]([O:35][C:32]1[CH:31]=[N:30][C:29]([N:23]2[CH2:22][CH2:21][C:20]3([CH2:19][C:18]4([O:17][C:14]5=[CH:15][N:16]=[C:11]([C:8]6[CH2:9][CH2:10][N:5]([S:2]([CH3:1])(=[O:4])=[O:3])[CH2:6][CH:7]=6)[CH:12]=[C:13]5[CH2:27]4)[CH2:26]3)[CH2:25][CH2:24]2)=[N:34][CH:33]=1)([CH3:38])[CH3:37], predict the reactants needed to synthesize it. The reactants are: [CH3:1][S:2]([N:5]1[CH2:10][CH:9]=[C:8]([C:11]2[CH:12]=[C:13]3[CH2:27][C:18]4([CH2:26][C:20]5([CH2:25][CH2:24][NH:23][CH2:22][CH2:21]5)[CH2:19]4)[O:17][C:14]3=[CH:15][N:16]=2)[CH2:7][CH2:6]1)(=[O:4])=[O:3].Cl[C:29]1[N:34]=[CH:33][C:32]([O:35][CH:36]([CH3:38])[CH3:37])=[CH:31][N:30]=1.C(=O)([O-])[O-].[K+].[K+].CN1CCCC1=O. (3) Given the product [CH3:14][O:15][C:16]1[CH:24]=[CH:23][C:22]([Cl:25])=[CH:21][C:17]=1[C:18]([NH:1][S:2]([C:5]1[CH:6]=[CH:7][C:8]([C:9]([Cl:28])=[O:11])=[CH:12][CH:13]=1)(=[O:3])=[O:4])=[O:19], predict the reactants needed to synthesize it. The reactants are: [NH2:1][S:2]([C:5]1[CH:13]=[CH:12][C:8]([C:9]([OH:11])=O)=[CH:7][CH:6]=1)(=[O:4])=[O:3].[CH3:14][O:15][C:16]1[CH:24]=[CH:23][C:22]([Cl:25])=[CH:21][C:17]=1[C:18](O)=[O:19].S(Cl)([Cl:28])=O. (4) The reactants are: [NH2:1][C:2]1[C:3]([F:22])=[CH:4][C:5]([CH3:21])=[C:6]([C:8]2[C:9](=[O:20])[N:10]([CH3:19])[C:11]3[C:16]([CH:17]=2)=[CH:15][N:14]=[C:13](Cl)[CH:12]=3)[CH:7]=1.[CH3:23][O:24][C:25]1[CH:33]=[CH:32][C:28]([CH2:29][NH:30][CH3:31])=[CH:27][CH:26]=1.C1CCN2C(=NCCC2)CC1. Given the product [CH3:23][O:24][C:25]1[CH:33]=[CH:32][C:28]([CH2:29][N:30]([CH3:31])[C:13]2[CH:12]=[C:11]3[C:16]([CH:17]=[C:8]([C:6]4[CH:7]=[C:2]([NH2:1])[C:3]([F:22])=[CH:4][C:5]=4[CH3:21])[C:9](=[O:20])[N:10]3[CH3:19])=[CH:15][N:14]=2)=[CH:27][CH:26]=1, predict the reactants needed to synthesize it. (5) Given the product [CH:60]1[C:59]2[CH:58]([CH2:57][O:56][C:55]([NH:54][C@@H:51]3[CH2:52][N:53]([C:34](=[O:33])[C@@H:35]([NH:30][C:10](=[O:12])[C@@H:9]([N:8]([CH3:14])[C:6](=[O:7])[O:5][C:1]([CH3:2])([CH3:3])[CH3:4])[CH3:13])[C:21]([CH3:20])([CH3:22])[CH3:15])[C@H:49]([C:47](=[O:48])[NH:46][C@H:36]4[C:45]5[C:40](=[CH:41][CH:42]=[CH:43][CH:44]=5)[CH2:39][CH2:38][CH2:37]4)[CH2:50]3)=[O:71])[C:70]3[C:65](=[CH:66][CH:67]=[CH:68][CH:69]=3)[C:64]=2[CH:63]=[CH:62][CH:61]=1, predict the reactants needed to synthesize it. The reactants are: [C:1]([O:5][C:6]([N:8]([CH3:14])[C@@H:9]([CH3:13])[C:10]([OH:12])=O)=[O:7])([CH3:4])([CH3:3])[CH3:2].[CH2:15](Cl)CCl.C1C=N[C:22]2N(O)N=N[C:21]=2[CH:20]=1.C[N:30]1[CH2:35][CH2:34][O:33]CC1.[C@H:36]1([NH:46][C:47]([C@H:49]2[NH:53][CH2:52][C@@H:51]([NH:54][C:55](=[O:71])[O:56][CH2:57][CH:58]3[C:70]4[CH:69]=[CH:68][CH:67]=[CH:66][C:65]=4[C:64]4[C:59]3=[CH:60][CH:61]=[CH:62][CH:63]=4)[CH2:50]2)=[O:48])[C:45]2[C:40](=[CH:41][CH:42]=[CH:43][CH:44]=2)[CH2:39][CH2:38][CH2:37]1. (6) Given the product [CH3:17][S:18]([O:8][CH:5]1[CH2:6][CH2:7][C:2]([F:9])([F:1])[CH2:3][CH2:4]1)(=[O:20])=[O:19], predict the reactants needed to synthesize it. The reactants are: [F:1][C:2]1([F:9])[CH2:7][CH2:6][CH:5]([OH:8])[CH2:4][CH2:3]1.C(N(CC)CC)C.[CH3:17][S:18](Cl)(=[O:20])=[O:19]. (7) Given the product [CH:33]1([CH2:32][N:29]2[C:30]3[N:31]=[C:22]([CH2:21][C:18]4[CH:19]=[CH:20][C:15]([NH:14][S:11]([C:7]5[S:6][C:5]([NH:4][C:1](=[O:3])[CH3:2])=[N:9][C:8]=5[CH3:10])(=[O:12])=[O:13])=[CH:16][CH:17]=4)[NH:24][C:25]=3[C:26](=[O:45])[N:27]([CH2:37][C:38]3[CH:43]=[CH:42][CH:41]=[CH:40][C:39]=3[F:44])[C:28]2=[O:36])[CH2:34][CH2:35]1, predict the reactants needed to synthesize it. The reactants are: [C:1]([NH:4][C:5]1[S:6][C:7]([S:11]([NH:14][C:15]2[CH:20]=[CH:19][C:18]([CH2:21][C:22]([NH:24][C:25]3[C:26](=[O:45])[N:27]([CH2:37][C:38]4[CH:43]=[CH:42][CH:41]=[CH:40][C:39]=4[F:44])[C:28](=[O:36])[N:29]([CH2:32][CH:33]4[CH2:35][CH2:34]4)[C:30]=3[NH2:31])=O)=[CH:17][CH:16]=2)(=[O:13])=[O:12])=[C:8]([CH3:10])[N:9]=1)(=[O:3])[CH3:2].[OH-].[Na+]. (8) Given the product [N:14]1[C:13]2[NH:9][CH:10]=[CH:11][C:12]=2[C:17]([C:18]2[CH:19]=[N:20][N:21]([C@@H:23]([CH:31]3[CH2:35][CH2:34][CH2:33][CH2:32]3)[CH2:24][CH2:25][C:36]#[N:37])[CH:22]=2)=[CH:16][N:15]=1, predict the reactants needed to synthesize it. The reactants are: C(OC[N:9]1[C:13]2[N:14]=[N:15][CH:16]=[C:17]([C:18]3[CH:19]=[N:20][N:21]([C@@H:23]([CH:31]4[CH2:35][CH2:34][CH2:33][CH2:32]4)[CH2:24][CH2:25]OS(C)(=O)=O)[CH:22]=3)[C:12]=2[CH:11]=[CH:10]1)(=O)C(C)(C)C.[C-:36]#[N:37].[K+].C1OCCOCCOCCOCCOCCOC1.